This data is from Cav3 T-type calcium channel HTS with 100,875 compounds. The task is: Binary Classification. Given a drug SMILES string, predict its activity (active/inactive) in a high-throughput screening assay against a specified biological target. (1) The drug is S1(=O)(=O)N(C(c2c1cc(cc2)/C=C\C(OCC)=O)CC(OCC)=O)c1cc(OC)ccc1. The result is 0 (inactive). (2) The molecule is Clc1c(cc(N2C(=O)C(N3CCC(CC3)c3oc4c(n3)cccc4)CC2=O)cc1)C(F)(F)F. The result is 0 (inactive). (3) The drug is FC(F)(F)C1n2[nH]cc(c2=NC(C1)c1ccc(cc1)C)C(=O)N. The result is 0 (inactive). (4) The compound is O1C(CCC1)CNC(=O)CN(c1c(cccc1)C)C(=O)CCC(=O)Nc1noc(c1)C. The result is 0 (inactive). (5) The molecule is s1c(nnc1N(C(=O)C1CCOC1)C)C1CCOC1. The result is 0 (inactive). (6) The drug is [nH]1c2c(c3c1cccc3)c(ccc2C)C. The result is 0 (inactive).